Predict the product of the given reaction. From a dataset of Forward reaction prediction with 1.9M reactions from USPTO patents (1976-2016). (1) Given the reactants C(OC1C=C(OC2CC3C(C(=O)N(C)CCCCC=CC4C(C(O)=O)(NC3=O)C4)C2)C2C(=C3CCOC3=CC=2)N=1)C.[CH2:42]([O:44][C:45]1[CH:54]=[C:53]([O:55][CH:56]2[CH2:73][CH:72]3[CH:58]([C:59](=[O:85])[N:60]([CH3:84])[CH2:61][CH2:62][CH2:63][CH2:64][CH:65]=[CH:66][CH:67]4[C:69]([C:75]([NH:77][S:78]([CH:81]5[CH2:83][CH2:82]5)(=[O:80])=[O:79])=[O:76])([NH:70][C:71]3=[O:74])[CH2:68]4)[CH2:57]2)[C:52]2[C:47](=[C:48]([CH3:88])[C:49]([O:86][CH3:87])=[CH:50][CH:51]=2)[N:46]=1)[CH3:43], predict the reaction product. The product is: [CH2:42]([O:44][C:45]1[CH:54]=[C:53]([O:55][CH:56]2[CH2:73][CH:72]3[CH:58]([C:59](=[O:85])[N:60]([CH3:84])[CH2:61][CH2:62][CH2:63][CH2:64][CH:65]=[CH:66][CH:67]4[C:69]([C:75]([NH:77][S:78]([CH:81]5[CH2:83][CH2:82]5)(=[O:79])=[O:80])=[O:76])([NH:70][C:71]3=[O:74])[CH2:68]4)[CH2:57]2)[C:52]2[C:47](=[C:48]3[CH2:88][CH2:87][O:86][C:49]3=[CH:50][CH:51]=2)[N:46]=1)[CH3:43]. (2) Given the reactants [NH:1]1[C:9]2[C:4](=[CH:5][CH:6]=[CH:7][CH:8]=2)[C:3]([CH:10]=[C:11]2[C:20]3[N:16]([C:17]([C:21]4[CH:26]=[CH:25][CH:24]=[CH:23][CH:22]=4)=[N:18][N:19]=3)[C:15]3[CH:27]=[CH:28][CH:29]=[CH:30][C:14]=3[N:13]([CH2:31][C:32]([N:34]([CH:41]([CH3:43])[CH3:42])[C:35]3[CH:40]=[CH:39][CH:38]=[CH:37][CH:36]=3)=[O:33])[C:12]2=[O:44])=[CH:2]1.C([O-])=O.[NH4+], predict the reaction product. The product is: [NH:1]1[C:9]2[C:4](=[CH:5][CH:6]=[CH:7][CH:8]=2)[C:3]([CH2:10][CH:11]2[C:20]3[N:16]([C:17]([C:21]4[CH:26]=[CH:25][CH:24]=[CH:23][CH:22]=4)=[N:18][N:19]=3)[C:15]3[CH:27]=[CH:28][CH:29]=[CH:30][C:14]=3[N:13]([CH2:31][C:32]([N:34]([CH:41]([CH3:42])[CH3:43])[C:35]3[CH:40]=[CH:39][CH:38]=[CH:37][CH:36]=3)=[O:33])[C:12]2=[O:44])=[CH:2]1. (3) Given the reactants [Si]([O:8][CH2:9][C:10]1[N:11](COCC[Si](C)(C)C)[CH:12]=[C:13]([C:15]([NH:17][C@@H:18]([CH3:34])[CH2:19][N:20]2[CH:24]=[CH:23][C:22]([C:25]3[CH:30]=[CH:29][C:28]([C:31]#[N:32])=[C:27]([Cl:33])[CH:26]=3)=[N:21]2)=[O:16])[N:14]=1)(C(C)(C)C)(C)C, predict the reaction product. The product is: [ClH:33].[Cl:33][C:27]1[CH:26]=[C:25]([C:22]2[CH:23]=[CH:24][N:20]([CH2:19][C@@H:18]([NH:17][C:15]([C:13]3[N:14]=[C:10]([CH2:9][OH:8])[NH:11][CH:12]=3)=[O:16])[CH3:34])[N:21]=2)[CH:30]=[CH:29][C:28]=1[C:31]#[N:32]. (4) Given the reactants FC1C(F)=CC=CC=1O.BrCCCCCCCCCO.[F:21][C:22]1[C:38]([F:39])=[CH:37][CH:36]=[CH:35][C:23]=1[O:24][CH2:25][CH2:26][CH2:27][CH2:28][CH2:29][CH2:30][CH2:31][CH2:32][CH2:33][OH:34].FC1C(F)=CC=CC=1OCCCCCCCCC(O)=O.Cl.Cl.[CH2:62]([O:69][C:70](=[O:78])[CH2:71][C@@H:72]([NH2:77])[CH2:73][N:74]([CH3:76])[CH3:75])[C:63]1[CH:68]=[CH:67][CH:66]=[CH:65][CH:64]=1, predict the reaction product. The product is: [CH2:62]([O:69][C:70](=[O:78])[CH2:71][C@@H:72]([NH:77][C:33](=[O:34])[CH2:32][CH2:31][CH2:30][CH2:29][CH2:28][CH2:27][CH2:26][CH2:25][O:24][C:23]1[CH:35]=[CH:36][CH:37]=[C:38]([F:39])[C:22]=1[F:21])[CH2:73][N:74]([CH3:75])[CH3:76])[C:63]1[CH:68]=[CH:67][CH:66]=[CH:65][CH:64]=1. (5) The product is: [F:10][C:11]1[CH:12]=[C:13]([CH:25]=[C:26]([F:28])[CH:27]=1)[CH2:14][C:15]1[CH:16]=[C:17]2[C:21](=[CH:22][CH:23]=1)[NH:20][N:19]=[C:18]2[NH:24][C:39](=[O:40])[C:38]1[CH:37]=[CH:41][C:35]([O:36][CH2:9][C@@H:7]2[CH2:8][CH2:6][CH2:4][N:3]2[CH3:2])=[CH:6][C:4]=1[NH:3][CH:2]1[CH2:34][CH2:32][O:31][CH2:30][CH2:29]1. Given the reactants C[CH2:2][N:3]([CH:7]([CH3:9])[CH3:8])[CH:4]([CH3:6])C.[F:10][C:11]1[CH:12]=[C:13]([CH:25]=[C:26]([F:28])[CH:27]=1)[CH2:14][C:15]1[CH:16]=[C:17]2[C:21](=[CH:22][CH:23]=1)[NH:20][N:19]=[C:18]2[NH2:24].[CH3:29][CH2:30][O:31][C:32]([CH3:34])=O.[CH3:35][OH:36].[CH2:37]1[CH2:41][O:40][CH2:39][CH2:38]1, predict the reaction product. (6) Given the reactants [NH2:1][C:2]1[CH:3]=[C:4]2[C:9](=[CH:10][CH:11]=1)[N:8]=[CH:7][N:6]=[C:5]2[NH:12][C:13]1[CH:18]=[CH:17][CH:16]=[C:15]([I:19])[CH:14]=1.C(N(CC)C(C)C)(C)C.[Cl:29][CH2:30][C:31](Cl)=[O:32].C([O-])(O)=O.[Na+], predict the reaction product. The product is: [I:19][C:15]1[CH:14]=[C:13]([NH:12][C:5]2[C:4]3[C:9](=[CH:10][CH:11]=[C:2]([NH:1][C:31](=[O:32])[CH2:30][Cl:29])[CH:3]=3)[N:8]=[CH:7][N:6]=2)[CH:18]=[CH:17][CH:16]=1.